Dataset: Forward reaction prediction with 1.9M reactions from USPTO patents (1976-2016). Task: Predict the product of the given reaction. (1) Given the reactants [CH2:1]1[C:10]2[C:5](=[CH:6][CH:7]=[CH:8][CH:9]=2)[CH2:4][CH2:3][CH:2]1[C:11](O)=[O:12].[H-].[H-].[H-].[H-].[Li+].[Al+3], predict the reaction product. The product is: [OH:12][CH2:11][CH:2]1[CH2:3][CH2:4][C:5]2[C:10](=[CH:9][CH:8]=[CH:7][CH:6]=2)[CH2:1]1. (2) Given the reactants [F:1][C:2]([F:17])([F:16])[C:3]1[CH:4]=[C:5]([CH2:13][C:14]#[N:15])[CH:6]=[C:7]([C:9]([F:12])([F:11])[F:10])[CH:8]=1.Br[CH2:19][CH2:20][CH2:21][CH2:22]Br.FC(F)(F)C1C=CC(C2(C#N)CCCC2)=CC=1, predict the reaction product. The product is: [F:1][C:2]([F:16])([F:17])[C:3]1[CH:4]=[C:5]([C:13]2([C:14]#[N:15])[CH2:22][CH2:21][CH2:20][CH2:19]2)[CH:6]=[C:7]([C:9]([F:10])([F:11])[F:12])[CH:8]=1. (3) Given the reactants OC1C=CC(OC)=CC=1C(=O)C.C[Mg]Cl.O[C:17]([C:20]1[CH:25]=[C:24]([O:26][CH3:27])[CH:23]=[CH:22][C:21]=1[OH:28])([CH3:19])[CH3:18].Cl, predict the reaction product. The product is: [CH:17]([C:20]1[CH:25]=[C:24]([O:26][CH3:27])[CH:23]=[CH:22][C:21]=1[OH:28])([CH3:19])[CH3:18]. (4) Given the reactants [NH2:1][C:2]1[CH:9]=[C:8]([O:10][CH3:11])[C:7]([Br:12])=[CH:6][C:3]=1[CH:4]=O.C(O)(=O)C.[CH:17](=N)[NH2:18], predict the reaction product. The product is: [Br:12][C:7]1[CH:6]=[C:3]2[C:2](=[CH:9][C:8]=1[O:10][CH3:11])[N:1]=[CH:17][N:18]=[CH:4]2. (5) Given the reactants [NH2:1][C:2]1[N:7]=[CH:6][C:5]([C:8]2[N:9]=[C:10]([N:20]3[CH2:25][CH2:24][O:23][CH2:22][CH2:21]3)[C:11]3[S:16][C:15]([C:17]([OH:19])=O)=[CH:14][C:12]=3[N:13]=2)=[CH:4][N:3]=1.[CH3:26][N:27]1[CH2:32][CH2:31][NH:30][CH2:29][CH2:28]1, predict the reaction product. The product is: [NH2:1][C:2]1[N:3]=[CH:4][C:5]([C:8]2[N:9]=[C:10]([N:20]3[CH2:21][CH2:22][O:23][CH2:24][CH2:25]3)[C:11]3[S:16][C:15]([C:17]([N:30]4[CH2:31][CH2:32][N:27]([CH3:26])[CH2:28][CH2:29]4)=[O:19])=[CH:14][C:12]=3[N:13]=2)=[CH:6][N:7]=1. (6) Given the reactants C([C@@H]1COC(=O)N1[C:14](=[O:42])[C@H:15]([CH:39]1[CH2:41][CH2:40]1)[C@H:16]([C@H:25]1[CH2:29][O:28][C:27]([CH3:31])([CH3:30])[N:26]1[C:32]([O:34][C:35]([CH3:38])([CH3:37])[CH3:36])=[O:33])[O:17][Si:18]([C:21]([CH3:24])([CH3:23])[CH3:22])([CH3:20])[CH3:19])C1C=CC=CC=1.[BH4-].[Li+].[OH-].[Na+], predict the reaction product. The product is: [Si:18]([O:17][C@@H:16]([C@H:25]1[CH2:29][O:28][C:27]([CH3:30])([CH3:31])[N:26]1[C:32]([O:34][C:35]([CH3:38])([CH3:37])[CH3:36])=[O:33])[C@@H:15]([CH:39]1[CH2:41][CH2:40]1)[CH2:14][OH:42])([C:21]([CH3:22])([CH3:23])[CH3:24])([CH3:20])[CH3:19].